Dataset: Catalyst prediction with 721,799 reactions and 888 catalyst types from USPTO. Task: Predict which catalyst facilitates the given reaction. (1) Reactant: Cl[CH:2]([C:7](=O)[CH2:8][CH3:9])[C:3]([O:5][CH3:6])=[O:4].[CH3:11][C:12]1[CH:17]=[C:16]([CH3:18])[CH:15]=[CH:14][C:13]=1[C:19]1[CH:24]=[C:23]([CH3:25])[N:22]=[N:21][C:20]=1[NH2:26].O. Product: [CH3:6][O:5][C:3]([C:2]1[N:21]2[N:22]=[C:23]([CH3:25])[CH:24]=[C:19]([C:13]3[CH:14]=[CH:15][C:16]([CH3:18])=[CH:17][C:12]=3[CH3:11])[C:20]2=[N:26][C:7]=1[CH2:8][CH3:9])=[O:4]. The catalyst class is: 9. (2) Reactant: [Cl:1][C:2]1[CH:7]=[CH:6][C:5]([C@:8]23[C@H:15]([C:16]4[CH:21]=[CH:20][CH:19]=[CH:18][CH:17]=4)[CH2:14][C:13](=O)[C@@:12]2(O)[C:11]2[C:24]([O:31][CH2:32][CH3:33])=[CH:25]C(OCC)=C[C:10]=2[O:9]3)=[CH:4][CH:3]=1.CO[C:36](=[O:38])[O-:37].CO[Mg+].[C:42]([O:45][CH2:46][CH3:47])(=[O:44])[CH3:43]. Product: [Cl:1][C:2]1[CH:3]=[CH:4][C:5]([C@:8]23[C@H:15]([C:16]4[CH:17]=[CH:18][CH:19]=[CH:20][CH:21]=4)[C@H:14]([C:36]([OH:37])=[O:38])[CH2:13][C@@H:12]2[C:43]2[C:42]([O:45][CH2:46][CH3:47])([OH:44])[CH2:25][C:24]([O:31][CH2:32][CH3:33])=[CH:11][C:10]=2[O:9]3)=[CH:6][CH:7]=1. The catalyst class is: 3. (3) Reactant: B(F)(F)F.CCOCC.[CH2:10]([SH:14])[CH2:11][CH2:12][SH:13].[Cl:15][C:16]1[CH:17]=[C:18]([CH:21]=[CH:22][CH:23]=1)[CH:19]=O.CCOC(C)=O.CCCCCC. Product: [Cl:15][C:16]1[CH:17]=[C:18]([CH:19]2[S:14][CH2:10][CH2:11][CH2:12][S:13]2)[CH:21]=[CH:22][CH:23]=1. The catalyst class is: 2. (4) Reactant: [O:1]1[C:5]2[CH:6]=[CH:7][C:8]([CH2:10][N:11]3[C:23](=[O:24])[C:22]4[C:13](=[C:14]([OH:26])[C:15]5[N:16]=[CH:17][CH:18]=[N:19][C:20]=5[C:21]=4[OH:25])[C:12]3=[O:27])=[CH:9][C:4]=2[O:3][CH2:2]1.CCN(CC)CC.[F:35][C:36]([F:49])([F:48])[S:37](O[S:37]([C:36]([F:49])([F:48])[F:35])(=[O:39])=[O:38])(=[O:39])=[O:38].O. Product: [O:1]1[C:5]2[CH:6]=[CH:7][C:8]([CH2:10][N:11]3[C:12](=[O:27])[C:13]4[C:22](=[C:21]([OH:25])[C:20]5[N:19]=[CH:18][CH:17]=[N:16][C:15]=5[C:14]=4[O:26][S:37]([C:36]([F:49])([F:48])[F:35])(=[O:39])=[O:38])[C:23]3=[O:24])=[CH:9][C:4]=2[O:3][CH2:2]1. The catalyst class is: 2. (5) Reactant: [C:1]([C:3]1[CH:11]=[CH:10][C:6]([C:7]([OH:9])=O)=[CH:5][CH:4]=1)#[N:2].CN(C(ON1N=NC2C=CC=CC1=2)=[N+](C)C)C.[B-](F)(F)(F)F.C(NC(C)C)(C)C.[NH2:41][C:42]1[CH:47]=[CH:46][C:45]([C:48]2[CH:49]([CH3:55])[CH2:50][C:51](=[O:54])[NH:52][N:53]=2)=[CH:44][C:43]=1[OH:56]. Product: [C:1]([C:3]1[CH:4]=[CH:5][C:6]([C:7]([NH:41][C:42]2[CH:47]=[CH:46][C:45]([C:48]3[CH:49]([CH3:55])[CH2:50][C:51](=[O:54])[NH:52][N:53]=3)=[CH:44][C:43]=2[OH:56])=[O:9])=[CH:10][CH:11]=1)#[N:2]. The catalyst class is: 136. (6) Product: [Br:2][CH2:6][C:7]1[CH:20]=[CH:19][C:10]([O:11][CH2:12][C:13](=[O:18])[C:14]([CH3:17])([CH3:16])[CH3:15])=[CH:9][CH:8]=1. Reactant: P(Br)(Br)[Br:2].O[CH2:6][C:7]1[CH:20]=[CH:19][C:10]([O:11][CH2:12][C:13](=[O:18])[C:14]([CH3:17])([CH3:16])[CH3:15])=[CH:9][CH:8]=1. The catalyst class is: 49. (7) Product: [CH2:1]([NH:8][CH2:9][C:10]1[C:11]([Cl:17])=[N:12][C:13]([Cl:16])=[CH:14][CH:15]=1)[C:2]1[CH:3]=[CH:4][CH:5]=[CH:6][CH:7]=1. The catalyst class is: 1. Reactant: [CH2:1]([NH:8][C:9](=O)[C:10]1[CH:15]=[CH:14][C:13]([Cl:16])=[N:12][C:11]=1[Cl:17])[C:2]1[CH:7]=[CH:6][CH:5]=[CH:4][CH:3]=1.CO. (8) Reactant: [F:1][C:2]1[CH:7]=[CH:6][CH:5]=[CH:4][C:3]=1[C:8]1[CH:24]=[C:11]2[CH:12]=[C:13]([C:16]3[CH:17]=[C:18]([CH:21]=[CH:22][CH:23]=3)[CH:19]=[O:20])[CH:14]=[CH:15][N:10]2[N:9]=1.[C:25]([Mg]Br)#[CH:26]. Product: [F:1][C:2]1[CH:7]=[CH:6][CH:5]=[CH:4][C:3]=1[C:8]1[CH:24]=[C:11]2[CH:12]=[C:13]([C:16]3[CH:17]=[C:18]([CH:19]([OH:20])[C:25]#[CH:26])[CH:21]=[CH:22][CH:23]=3)[CH:14]=[CH:15][N:10]2[N:9]=1. The catalyst class is: 7.